This data is from M1 muscarinic receptor agonist screen with 61,833 compounds. The task is: Binary Classification. Given a drug SMILES string, predict its activity (active/inactive) in a high-throughput screening assay against a specified biological target. (1) The molecule is S1C(Cc2c1c1c(nc2C)ccc(c1)C(O)=O)C. The result is 0 (inactive). (2) The molecule is O=C1CC(Cc2nc(ncc12)NCc1occc1)c1ccccc1. The result is 0 (inactive). (3) The molecule is S(=O)(=O)(N(c1ccc(OCC)cc1)C)c1cc2c([nH]cc(C(=O)NCC3OCCC3)c2=O)cc1. The result is 0 (inactive). (4) The drug is Clc1ccc(N2C(=O)C(N3CCC(CC3)C(=O)N3CCOCC3)CC2=O)cc1. The result is 0 (inactive). (5) The drug is O(c1c(CNc2ncnc3n(ncc23)c2ccccc2)cccc1)C. The result is 0 (inactive). (6) The molecule is S(=O)(=O)(N1CC(CCC1)C(=O)Nc1cc2OCCOc2cc1)Cc1ccccc1. The result is 0 (inactive). (7) The molecule is O1C(CCC1)COC(=O)CCCC(OCC1OCCC1)=O. The result is 0 (inactive). (8) The drug is S(=O)(=O)(N(CC)CC)c1cc2c([nH]cc(c2=O)C(=O)NCCC=2CCCCC2)cc1. The result is 0 (inactive). (9) The drug is O(c1cc(c(cc1)C)C)CCNC(=O)c1occc1. The result is 0 (inactive).